The task is: Predict the product of the given reaction.. This data is from Forward reaction prediction with 1.9M reactions from USPTO patents (1976-2016). (1) Given the reactants [C:1]([OH:5])([CH3:4])([CH3:3])[CH3:2].[Cl:6][S:7]([CH2:10][C:11](Cl)=[O:12])(=[O:9])=[O:8], predict the reaction product. The product is: [C:1]([O:5][C:11](=[O:12])[CH2:10][S:7]([Cl:6])(=[O:9])=[O:8])([CH3:4])([CH3:3])[CH3:2]. (2) Given the reactants [CH2:1]([O:8][C:9]1[C:10]([O:20][CH3:21])=[C:11]([C:14]([N+:17]([O-:19])=[O:18])=[CH:15][CH:16]=1)[CH:12]=[O:13])[C:2]1[CH:7]=[CH:6][CH:5]=[CH:4][CH:3]=1.[F-].[K+].[N+:24]([CH3:27])([O-:26])=[O:25].O, predict the reaction product. The product is: [CH2:1]([O:8][C:9]1[C:10]([O:20][CH3:21])=[C:11]([CH:12]([OH:13])[CH2:27][N+:24]([O-:26])=[O:25])[C:14]([N+:17]([O-:19])=[O:18])=[CH:15][CH:16]=1)[C:2]1[CH:3]=[CH:4][CH:5]=[CH:6][CH:7]=1. (3) Given the reactants Cl[C:2]1[C:3]([N+:8]([O-:10])=[O:9])=[N:4][CH:5]=[CH:6][CH:7]=1.[F:11][C:12]1[CH:13]=[C:14]([CH:16]=[C:17]([F:19])[CH:18]=1)[NH2:15].C(=O)([O-])[O-].[Cs+].[Cs+], predict the reaction product. The product is: [F:11][C:12]1[CH:13]=[C:14]([NH:15][C:2]2[C:3]([N+:8]([O-:10])=[O:9])=[N:4][CH:5]=[CH:6][CH:7]=2)[CH:16]=[C:17]([F:19])[CH:18]=1.